The task is: Predict the reaction yield, written as a fraction of the theoretical maximum amount of product (1.0 means a 100% yield; for example, 0.34 means a 34% yield).. This data is from Reaction yield outcomes from USPTO patents with 853,638 reactions. The reactants are [NH2:1][C:2]1[CH:7]=[CH:6][C:5]([CH:8]2[CH2:13][C:12](=[O:14])[N:11]([CH3:15])[C:10](=[O:16])[CH2:9]2)=[CH:4][CH:3]=1.C1C(=O)N([Br:24])C(=O)C1. The catalyst is C(Cl)Cl. The product is [NH2:1][C:2]1[CH:3]=[CH:4][C:5]([CH:8]2[CH2:9][C:10](=[O:16])[N:11]([CH3:15])[C:12](=[O:14])[CH2:13]2)=[CH:6][C:7]=1[Br:24]. The yield is 0.670.